Task: Predict the product of the given reaction.. Dataset: Forward reaction prediction with 1.9M reactions from USPTO patents (1976-2016) Given the reactants C[O:2][C:3]1(OC)[CH2:16][CH2:15][C@:14]2([OH:17])[C@:5]34[CH2:20][CH2:19][N:18]([CH2:21][CH:22]([CH3:24])[CH3:23])[C@@H:13]2[CH2:12][C:11]2[CH:10]=[CH:9][C:8]([O:25][CH2:26][C:27]5[CH:32]=[CH:31][CH:30]=[CH:29][CH:28]=5)=[C:7]([O:33][C@@H:4]13)[C:6]4=2.[O:36](C)[S:37]([C:40]([F:43])([F:42])[F:41])(=[O:39])=[O:38], predict the reaction product. The product is: [O-:39][S:37]([C:40]([F:43])([F:42])[F:41])(=[O:38])=[O:36].[CH2:21]([N+:18]1([CH3:40])[CH2:19][CH2:20][C@:5]23[C:6]4[C:7]5[O:33][C@H:4]2[C:3](=[O:2])[CH2:16][CH2:15][C@@:14]3([OH:17])[C@H:13]1[CH2:12][C:11]=4[CH:10]=[CH:9][C:8]=5[O:25][CH2:26][C:27]1[CH:32]=[CH:31][CH:30]=[CH:29][CH:28]=1)[CH:22]([CH3:23])[CH3:24].